From a dataset of Catalyst prediction with 721,799 reactions and 888 catalyst types from USPTO. Predict which catalyst facilitates the given reaction. Reactant: [Cl:1][C:2]1[CH:3]=[C:4]([C:8]2[C:9]([C:17]([O:19][CH3:20])=[O:18])=[CH:10][CH:11]=[C:12]([N+:14]([O-])=O)[CH:13]=2)[CH:5]=[CH:6][CH:7]=1.Cl.O.O.[Sn](Cl)Cl. Product: [NH2:14][C:12]1[CH:13]=[C:8]([C:4]2[CH:5]=[CH:6][CH:7]=[C:2]([Cl:1])[CH:3]=2)[C:9]([C:17]([O:19][CH3:20])=[O:18])=[CH:10][CH:11]=1. The catalyst class is: 8.